This data is from Catalyst prediction with 721,799 reactions and 888 catalyst types from USPTO. The task is: Predict which catalyst facilitates the given reaction. (1) Reactant: [C:1]1([C:7]2[S:11][CH:10]=[C:9]([N:12]([S:18](=[O:21])(=[O:20])[NH2:19])[CH2:13][C:14](OC)=[O:15])[CH:8]=2)[CH:6]=[CH:5][CH:4]=[CH:3][CH:2]=1.[H-].[Na+]. Product: [C:1]1([C:7]2[S:11][CH:10]=[C:9]([N:12]3[S:18](=[O:21])(=[O:20])[NH:19][C:14](=[O:15])[CH2:13]3)[CH:8]=2)[CH:6]=[CH:5][CH:4]=[CH:3][CH:2]=1. The catalyst class is: 1. (2) Reactant: [CH2:1]([NH2:3])[CH3:2].[Cl:4][C:5]1[CH:10]=[CH:9][C:8]([S:11](Cl)(=[O:13])=[O:12])=[C:7]([C:15]#[N:16])[C:6]=1[CH3:17].Cl. Product: [CH2:1]([NH:3][S:11]([C:8]1[CH:9]=[CH:10][C:5]([Cl:4])=[C:6]([CH3:17])[C:7]=1[C:15]#[N:16])(=[O:12])=[O:13])[CH3:2]. The catalyst class is: 30.